Dataset: Catalyst prediction with 721,799 reactions and 888 catalyst types from USPTO. Task: Predict which catalyst facilitates the given reaction. (1) Reactant: [OH:1][C:2]1[CH:7]=[CH:6][C:5]([C:8]2[C:9]3[NH:13][C:12]([C:14]([C:46]4[CH:51]=[CH:50][C:49]([OH:52])=[CH:48][CH:47]=4)=[C:15]4[N:45]=[C:18]([C:19]([C:38]5[CH:43]=[CH:42][C:41]([OH:44])=[CH:40][CH:39]=5)=[C:20]5[NH:37][C:23](=[C:24]([C:30]6[CH:35]=[CH:34][C:33]([OH:36])=[CH:32][CH:31]=6)[C:25]6[CH:26]=[CH:27][C:28]=2[N:29]=6)[CH:22]=[CH:21]5)[CH:17]=[CH:16]4)=[CH:11][CH:10]=3)=[CH:4][CH:3]=1.C(=O)([O-])[O-].[K+].[K+].[CH2:59](Br)[CH2:60][CH2:61][CH2:62][CH2:63][CH2:64][CH2:65][CH2:66][CH3:67]. Product: [OH:52][C:49]1[CH:48]=[CH:47][C:46]([C:14]2[C:12]3[NH:13][C:9]([C:8]([C:5]4[CH:6]=[CH:7][C:2]([O:1][CH2:59][CH2:60][CH2:61][CH2:62][CH2:63][CH2:64][CH2:65][CH2:66][CH3:67])=[CH:3][CH:4]=4)=[C:28]4[N:29]=[C:25]([C:24]([C:30]5[CH:31]=[CH:32][C:33]([OH:36])=[CH:34][CH:35]=5)=[C:23]5[NH:37][C:20](=[C:19]([C:38]6[CH:43]=[CH:42][C:41]([OH:44])=[CH:40][CH:39]=6)[C:18]6[CH:17]=[CH:16][C:15]=2[N:45]=6)[CH:21]=[CH:22]5)[CH:26]=[CH:27]4)=[CH:10][CH:11]=3)=[CH:51][CH:50]=1. The catalyst class is: 3. (2) Reactant: C([O:3][C:4](=[O:29])[C:5]([CH3:28])([CH3:27])[CH2:6][CH2:7][CH2:8][CH2:9][CH:10]([C:20]1[CH:25]=[CH:24][CH:23]=[CH:22][C:21]=1[Cl:26])[N:11]1[CH2:16][CH2:15][C:14]2[S:17][CH:18]=[CH:19][C:13]=2[CH2:12]1)C.O.[OH-].[K+]. Product: [Cl:26][C:21]1[CH:22]=[CH:23][CH:24]=[CH:25][C:20]=1[CH:10]([N:11]1[CH2:16][CH2:15][C:14]2[S:17][CH:18]=[CH:19][C:13]=2[CH2:12]1)[CH2:9][CH2:8][CH2:7][CH2:6][C:5]([CH3:28])([CH3:27])[C:4]([OH:29])=[O:3]. The catalyst class is: 8. (3) Reactant: Br[C:2]1[CH:3]=[C:4]([CH:9]=[C:10]([C:12]([N:14]2[CH2:18][CH2:17][CH2:16][C@@H:15]2[CH2:19][O:20][CH3:21])=[O:13])[CH:11]=1)[C:5]([O:7]C)=[O:6].C([Sn](CCCC)(CCCC)[C:27]1[O:28][CH:29]=[CH:30][N:31]=1)CCC.C(OCC)(=O)C. Product: [CH3:21][O:20][CH2:19][C@H:15]1[CH2:16][CH2:17][CH2:18][N:14]1[C:12]([C:10]1[CH:9]=[C:4]([CH:3]=[C:2]([C:27]2[O:28][CH:29]=[CH:30][N:31]=2)[CH:11]=1)[C:5]([OH:7])=[O:6])=[O:13]. The catalyst class is: 77.